Dataset: Forward reaction prediction with 1.9M reactions from USPTO patents (1976-2016). Task: Predict the product of the given reaction. (1) Given the reactants [CH:1]1([C:4]2[N:5]=[CH:6][C:7]([C:15]([OH:17])=O)=[N:8][C:9]=2[O:10][CH2:11][CH:12]2[CH2:14][CH2:13]2)[CH2:3][CH2:2]1.Cl.[F:19][C:20]1([F:28])[CH2:24][NH:23][C@H:22]([C:25]([NH2:27])=[O:26])[CH2:21]1, predict the reaction product. The product is: [CH:1]1([C:4]2[N:5]=[CH:6][C:7]([C:15]([N:23]3[CH2:24][C:20]([F:28])([F:19])[CH2:21][C@H:22]3[C:25]([NH2:27])=[O:26])=[O:17])=[N:8][C:9]=2[O:10][CH2:11][CH:12]2[CH2:13][CH2:14]2)[CH2:2][CH2:3]1. (2) The product is: [SH:1][C:2]1[NH:3][C:4]([C:13]([N:29]2[CH2:28][CH2:27][N:26]([C:22]3[CH:21]=[C:20]([CH:25]=[CH:24][CH:23]=3)[C:18]#[N:19])[CH2:31][CH2:30]2)=[O:15])=[C:5]([C:7]2[CH:8]=[CH:9][CH:10]=[CH:11][CH:12]=2)[N:6]=1. Given the reactants [SH:1][C:2]1[NH:3][C:4]([C:13]([OH:15])=O)=[C:5]([C:7]2[CH:12]=[CH:11][CH:10]=[CH:9][CH:8]=2)[N:6]=1.Cl.Cl.[C:18]([C:20]1[CH:21]=[C:22]([N:26]2[CH2:31][CH2:30][NH:29][CH2:28][CH2:27]2)[CH:23]=[CH:24][CH:25]=1)#[N:19].Cl.CN(C)CCCN=C=NCC.O.ON1C2C=CC=CC=2N=N1, predict the reaction product. (3) Given the reactants Cl.[CH2:2]1[C:5]2([CH2:9][CH2:8][O:7][CH2:6]2)[CH2:4][NH:3]1.C(N(CC)CC)C.[CH3:17][C:18]1[CH:25]=[C:24]([O:26][CH:27]2[CH2:30][N:29]([C:31]([C:33]3[O:34][C:35]([C:38]4[CH:43]=[CH:42][CH:41]=[CH:40][CH:39]=4)=[N:36][N:37]=3)=[O:32])[CH2:28]2)[CH:23]=[CH:22][C:19]=1[CH:20]=O.[Na].C([O-])(O)=O.[Na+], predict the reaction product. The product is: [CH2:2]1[C:5]2([CH2:9][CH2:8][O:7][CH2:6]2)[CH2:4][N:3]1[CH2:20][C:19]1[CH:22]=[CH:23][C:24]([O:26][CH:27]2[CH2:30][N:29]([C:31]([C:33]3[O:34][C:35]([C:38]4[CH:43]=[CH:42][CH:41]=[CH:40][CH:39]=4)=[N:36][N:37]=3)=[O:32])[CH2:28]2)=[CH:25][C:18]=1[CH3:17]. (4) Given the reactants [Br-].[NH2:2][C:3]1[CH:12]=[CH:11][CH:10]=[C:9]2[C:4]=1[CH:5]=[CH:6][N+:7]([CH2:13][CH:14]1[CH2:16][CH2:15]1)=[CH:8]2.O.[C:18]([OH:22])(=[O:21])[CH:19]=O, predict the reaction product. The product is: [CH:14]1([CH2:13][N:7]2[CH2:6][CH2:5][C:4]3[C:9](=[CH:10][CH:11]=[CH:12][C:3]=3[NH:2][CH2:19][C:18]([OH:22])=[O:21])[CH2:8]2)[CH2:15][CH2:16]1. (5) The product is: [NH2:6][C@H:7]([C:22]1[CH:23]=[CH:24][CH:25]=[CH:26][CH:27]=1)[C:8]12[N:14]([C:15]([O:17][C:18]([CH3:21])([CH3:19])[CH3:20])=[O:16])[CH:11]([CH2:12][CH2:13]1)[CH2:10][CH2:9]2. Given the reactants CC(C)([S@]([NH:6][C@H:7]([C:22]1[CH:27]=[CH:26][CH:25]=[CH:24][CH:23]=1)[C:8]12[N:14]([C:15]([O:17][C:18]([CH3:21])([CH3:20])[CH3:19])=[O:16])[CH:11]([CH2:12][CH2:13]1)[CH2:10][CH2:9]2)=O)C.Cl.O1CCOCC1, predict the reaction product. (6) Given the reactants [CH3:1][O:2][C:3](=[O:17])[C:4]1[CH:9]=[CH:8][CH:7]=[C:6]([C:10](=O)[CH2:11][CH2:12][C:13](=O)[CH3:14])[CH:5]=1.Cl.[CH2:19]([O:26][C:27]1[CH:33]=[CH:32][CH:31]=[CH:30][C:28]=1[NH2:29])[C:20]1[CH:25]=[CH:24][CH:23]=[CH:22][CH:21]=1.C(N(CC)CC)C, predict the reaction product. The product is: [CH3:1][O:2][C:3](=[O:17])[C:4]1[CH:9]=[CH:8][CH:7]=[C:6]([C:10]2[N:29]([C:28]3[CH:30]=[CH:31][CH:32]=[CH:33][C:27]=3[O:26][CH2:19][C:20]3[CH:21]=[CH:22][CH:23]=[CH:24][CH:25]=3)[C:13]([CH3:14])=[CH:12][CH:11]=2)[CH:5]=1. (7) Given the reactants F[C:2]1[CH:7]=[C:6]([F:8])[CH:5]=[CH:4][C:3]=1[C:9]1[N:14]=[CH:13][N:12]=[C:11]([NH:15][C:16]2[CH:17]=[C:18]([CH:29]=[CH:30][CH:31]=2)[CH2:19][S:20](=[N:23]C(=O)OCC)([CH3:22])=[O:21])[N:10]=1.[F:32][C:33]1[CH:38]=[C:37]([CH2:39][OH:40])[CH:36]=[CH:35][N:34]=1, predict the reaction product. The product is: [F:8][C:6]1[CH:5]=[CH:4][C:3]([C:9]2[N:14]=[CH:13][N:12]=[C:11]([NH:15][C:16]3[CH:31]=[CH:30][CH:29]=[C:18]([CH2:19][S:20]([CH3:22])(=[NH:23])=[O:21])[CH:17]=3)[N:10]=2)=[C:2]([O:40][CH2:39][C:37]2[CH:36]=[CH:35][N:34]=[C:33]([F:32])[CH:38]=2)[CH:7]=1. (8) Given the reactants [Cl:1][C:2]1[C:7]([CH:8]=[O:9])=[CH:6][N:5]=[C:4]2[N:10]([Si](C(C)C)(C(C)C)C(C)C)[CH:11]=[C:12]([CH2:13][CH3:14])[C:3]=12.Cl, predict the reaction product. The product is: [Cl:1][C:2]1[C:7]([CH:8]=[O:9])=[CH:6][N:5]=[C:4]2[NH:10][CH:11]=[C:12]([CH2:13][CH3:14])[C:3]=12. (9) Given the reactants [C:1]([O:5][C:6](=[O:20])[NH:7][C:8]1[CH:13]=[CH:12][C:11]([O:14][C:15]([F:18])([F:17])[F:16])=[CH:10][C:9]=1[NH2:19])([CH3:4])([CH3:3])[CH3:2].C([O:25][C:26](=O)[CH2:27][C:28]([C:30]1[CH:35]=[CH:34][CH:33]=[C:32]([C:36]2[CH:37]=[N:38][C:39]([O:42][CH3:43])=[CH:40][CH:41]=2)[CH:31]=1)=[O:29])(C)(C)C, predict the reaction product. The product is: [C:1]([O:5][C:6](=[O:20])[NH:7][C:8]1[CH:13]=[CH:12][C:11]([O:14][C:15]([F:18])([F:17])[F:16])=[CH:10][C:9]=1[NH:19][C:26](=[O:25])[CH2:27][C:28]([C:30]1[CH:35]=[CH:34][CH:33]=[C:32]([C:36]2[CH:37]=[N:38][C:39]([O:42][CH3:43])=[CH:40][CH:41]=2)[CH:31]=1)=[O:29])([CH3:4])([CH3:2])[CH3:3]. (10) Given the reactants [CH3:1][C:2]([NH:4][C:5]1[C:10]([Cl:11])=[CH:9][CH:8]=[CH:7][C:6]=1[Cl:12])=O.N1C(C)=CC=CC=1C.S(OS(C(F)(F)F)(=O)=O)(C(F)(F)F)(=O)=O.[CH3:36][O:37][C:38]1[CH:39]=[C:40]([CH:42]=[CH:43][CH:44]=1)[NH2:41].C([O-])(O)=O.[Na+], predict the reaction product. The product is: [Cl:12][C:6]1[CH:7]=[CH:8][CH:9]=[C:10]([Cl:11])[C:5]=1/[N:4]=[C:2](\[NH:41][C:40]1[CH:42]=[CH:43][CH:44]=[C:38]([O:37][CH3:36])[CH:39]=1)/[CH3:1].